From a dataset of Reaction yield outcomes from USPTO patents with 853,638 reactions. Predict the reaction yield, written as a fraction of the theoretical maximum amount of product (1.0 means a 100% yield; for example, 0.34 means a 34% yield). (1) The reactants are Cl.[Cl:2][C:3]1[CH:8]=[CH:7][N:6]=[C:5]([C:9]([O:11]C)=O)[CH:4]=1.[NH2:13][CH2:14][CH2:15][N:16]1[CH2:21][CH2:20][O:19][CH2:18][CH2:17]1.O. The catalyst is C1COCC1. The product is [Cl:2][C:3]1[CH:8]=[CH:7][N:6]=[C:5]([C:9](=[O:11])[NH:13][CH2:14][CH2:15][N:16]2[CH2:21][CH2:20][O:19][CH2:18][CH2:17]2)[CH:4]=1. The yield is 0.950. (2) The product is [CH3:10][P:11]([C:2]1[CH:8]=[CH:7][C:5]([NH2:6])=[C:4]([F:9])[CH:3]=1)([CH3:12])=[O:13]. The reactants are Br[C:2]1[CH:8]=[CH:7][C:5]([NH2:6])=[C:4]([F:9])[CH:3]=1.[CH3:10][PH:11](=[O:13])[CH3:12].CC1(C)C2C(=C(P(C3C=CC=CC=3)C3C=CC=CC=3)C=CC=2)OC2C(P(C3C=CC=CC=3)C3C=CC=CC=3)=CC=CC1=2.P([O-])([O-])([O-])=O.[K+].[K+].[K+]. The yield is 0.200. The catalyst is CN(C=O)C.C([O-])(=O)C.[Pd+2].C([O-])(=O)C. (3) The reactants are [OH:1][N:2]=[C:3]([C:10]1[N:14]([CH3:15])[N:13]=[N:12][N:11]=1)[C:4]1[CH:9]=[CH:8][CH:7]=[CH:6][CH:5]=1.C([O-])([O-])=O.[Cs+].[Cs+].[Br:22][C:23]1[S:24][C:25]([CH3:30])=[C:26]([CH2:28]Br)[N:27]=1. The catalyst is CC#N. The product is [Br:22][C:23]1[S:24][C:25]([CH3:30])=[C:26]([CH2:28][O:1][N:2]=[C:3]([C:10]2[N:14]([CH3:15])[N:13]=[N:12][N:11]=2)[C:4]2[CH:5]=[CH:6][CH:7]=[CH:8][CH:9]=2)[N:27]=1. The yield is 0.970. (4) The reactants are C(OC([N:8]1[CH2:13][CH2:12][CH2:11][C@H:10]([C:14]2[N:18]=[C:17]([C:19]3[NH:20][CH:21]=[C:22]([C:24]#[N:25])[CH:23]=3)[O:16][N:15]=2)[CH2:9]1)=O)(C)(C)C.[ClH:26]. The catalyst is O1CCOCC1. The product is [ClH:26].[C:24]([C:22]1[CH:23]=[C:19]([C:17]2[O:16][N:15]=[C:14]([C@H:10]3[CH2:11][CH2:12][CH2:13][NH:8][CH2:9]3)[N:18]=2)[NH:20][CH:21]=1)#[N:25]. The yield is 1.00.